Dataset: Reaction yield outcomes from USPTO patents with 853,638 reactions. Task: Predict the reaction yield, written as a fraction of the theoretical maximum amount of product (1.0 means a 100% yield; for example, 0.34 means a 34% yield). (1) The reactants are [Cl-].[Al+3].[Cl-].[Cl-].C[O:6][C:7]1[CH:12]=[CH:11][C:10]([N:13]2[C:21](=[O:22])[C:20]3[C@@H:19]4[C:23]([CH3:25])([CH3:24])[C@@:16]([CH3:26])([CH2:17][CH2:18]4)[C:15]=3[NH:14]2)=[CH:9][CH:8]=1.O.Cl. The yield is 0.850. The catalyst is C(S)C. The product is [OH:6][C:7]1[CH:12]=[CH:11][C:10]([N:13]2[C:21](=[O:22])[C:20]3[C@@H:19]4[C:23]([CH3:25])([CH3:24])[C@@:16]([CH3:26])([CH2:17][CH2:18]4)[C:15]=3[NH:14]2)=[CH:9][CH:8]=1. (2) The reactants are [CH3:1][O:2][C:3]1[CH:4]=[C:5]([NH:13][C:14]2[CH:19]=[N:18][CH:17]=[C:16](Cl)[N:15]=2)[CH:6]=[C:7]([O:11][CH3:12])[C:8]=1[O:9][CH3:10].[OH:21][C:22]1[CH:27]=[CH:26][N:25]=[CH:24][CH:23]=1. No catalyst specified. The product is [N:25]1[CH:26]=[CH:27][C:22]([O:21][C:16]2[N:15]=[C:14]([NH:13][C:5]3[CH:4]=[C:3]([O:2][CH3:1])[C:8]([O:9][CH3:10])=[C:7]([O:11][CH3:12])[CH:6]=3)[CH:19]=[N:18][CH:17]=2)=[CH:23][CH:24]=1. The yield is 0.500. (3) The reactants are [S:1]1[C:5]2[CH2:6][O:7][CH2:8][C:4]=2[CH:3]=[C:2]1[CH:9]=[O:10].[BH4-].[Na+].Cl. The catalyst is O1CCCC1.C(O)C. The product is [S:1]1[C:5]2[CH2:6][O:7][CH2:8][C:4]=2[CH:3]=[C:2]1[CH2:9][OH:10]. The yield is 0.390. (4) The reactants are [C:1]([C:5]1[CH:6]=[C:7]2[C:12](=[C:13]([F:15])[CH:14]=1)[C:11](=[O:16])[N:10]([C:17]1[N:24]=[CH:23][CH:22]=[C:21](Cl)[C:18]=1[CH:19]=[O:20])C=[CH:8]2)([CH3:4])([CH3:3])[CH3:2].[CH2:26]([C:28]1[O:32][N:31]=[C:30]([NH:33][C:34]2[C:35](=[O:50])[N:36]([CH3:49])[CH:37]=[C:38](B3OC(C)(C)C(C)(C)O3)[CH:39]=2)[CH:29]=1)[CH3:27].[O-]P([O-])([O-])=O.[K+].[K+].[K+].C([O-])(=O)C.[Na+].C(#[N:66])C. The catalyst is O.C1C=CC(P(C2C=CC=CC=2)[C-]2C=CC=C2)=CC=1.C1C=CC(P(C2C=CC=CC=2)[C-]2C=CC=C2)=CC=1.Cl[Pd]Cl.[Fe+2]. The product is [C:1]([C:5]1[CH:6]=[C:7]2[C:12](=[C:13]([F:15])[CH:14]=1)[C:11](=[O:16])[N:10]([C:17]1[N:24]=[CH:23][CH:22]=[C:21]([C:38]3[CH:39]=[C:34]([NH:33][C:30]4[CH:29]=[C:28]([CH2:26][CH3:27])[O:32][N:31]=4)[C:35](=[O:50])[N:36]([CH3:49])[CH:37]=3)[C:18]=1[CH:19]=[O:20])[N:66]=[CH:8]2)([CH3:3])([CH3:4])[CH3:2]. The yield is 0.880.